From a dataset of HIV replication inhibition screening data with 41,000+ compounds from the AIDS Antiviral Screen. Binary Classification. Given a drug SMILES string, predict its activity (active/inactive) in a high-throughput screening assay against a specified biological target. (1) The compound is CCC(=O)c1cc(C(=O)C(=S)SC)cc(C(=O)C(=S)SC)c1. The result is 0 (inactive). (2) The drug is O=C(OCC1OC(n2nc(Cn3nnc(-c4cccnc4)n3)n(-c3cccc4ccccc34)c2=S)C(OC(=O)c2ccccc2)C1OC(=O)c1ccccc1)c1ccccc1. The result is 0 (inactive). (3) The drug is CN(CCCl)CCCl. The result is 0 (inactive). (4) The drug is C1CSCCSCCCSCCSCCCSCCSC1. The result is 0 (inactive). (5) The drug is CC1=CCC(O)C=CC(C)C(O)C(C)C=C(C)C(=O)c2c(O)c(C)cc3c2C(=O)C(N)=C(NC(=O)C=CC=CC=CC(C)C(O)CC1=O)C3=O. The result is 0 (inactive). (6) The molecule is CC(=O)C1CC2(c3ccccc3)C(=O)c3ccccc3N2O1. The result is 0 (inactive). (7) The drug is O=C(Nc1ccc(C2=NCCN2)cc1)c1cccc(C(=O)Nc2ccc(C3=NCCN3)cc2)c1Cl. The result is 1 (active). (8) The molecule is COc1cc2c3cc1Oc1c(OC)c(OC)cc4c1C(Cc1cc5c(c(c1)Oc1ccc(cc1)CC3N(C)CC2)OCO5)N(C)CC4. The result is 0 (inactive). (9) The compound is O=C(O)c1cc(S(=O)(=O)O)c2cccnc2c1O.[NaH]. The result is 0 (inactive). (10) The compound is COC(=O)c1sc2c(SC#N)c3ccccn3c2c1C. The result is 0 (inactive).